Dataset: Catalyst prediction with 721,799 reactions and 888 catalyst types from USPTO. Task: Predict which catalyst facilitates the given reaction. (1) Reactant: [NH:1]1[CH2:5][CH2:4][NH:3][C:2]1=[O:6].[CH:7]([N:11]1[C:19]2[CH:18]=[C:17]([Cl:20])[N:16]=[CH:15][C:14]=2[C:13](I)=[N:12]1)([CH2:9][CH3:10])[CH3:8].C1(P(C2C=CC=CC=2)C2C3OC4C(=CC=CC=4P(C4C=CC=CC=4)C4C=CC=CC=4)C(C)(C)C=3C=CC=2)C=CC=CC=1.C(=O)([O-])[O-].[Cs+].[Cs+]. Product: [CH:7]([N:11]1[C:19]2[CH:18]=[C:17]([Cl:20])[N:16]=[CH:15][C:14]=2[C:13]([N:1]2[CH2:5][CH2:4][NH:3][C:2]2=[O:6])=[N:12]1)([CH2:9][CH3:10])[CH3:8]. The catalyst class is: 62. (2) Reactant: [CH3:1][O:2][C:3]([C:5]1[CH:9]=[CH:8][N:7]([CH3:10])[C:6]=1[CH2:11][C:12]([O:14][CH3:15])=[O:13])=[O:4].[H-].[Na+].[CH:18](OC)=[O:19]. Product: [CH3:1][O:2][C:3]([C:5]1[CH:9]=[CH:8][N:7]([CH3:10])[C:6]=1[C:11]([C:12]([O:14][CH3:15])=[O:13])=[CH:18][OH:19])=[O:4]. The catalyst class is: 7. (3) Reactant: C(OC([N:8]1[CH2:13][CH2:12][CH:11]([NH:14][C:15]2[O:16][C:17]3[C:23]([O:24][CH2:25][CH:26]4[CH2:30][O:29]C(C)(C)[O:27]4)=[CH:22][CH:21]=[CH:20][C:18]=3[N:19]=2)[CH2:10][CH2:9]1)=O)(C)(C)C.[F:33][C:34]([F:39])([F:38])[C:35]([OH:37])=[O:36]. Product: [F:33][C:34]([F:39])([F:38])[C:35]([OH:37])=[O:36].[NH:8]1[CH2:13][CH2:12][CH:11]([NH:14][C:15]2[O:16][C:17]3[C:23]([O:24][CH2:25][CH:26]([OH:27])[CH2:30][OH:29])=[CH:22][CH:21]=[CH:20][C:18]=3[N:19]=2)[CH2:10][CH2:9]1. The catalyst class is: 2.